From a dataset of NCI-60 drug combinations with 297,098 pairs across 59 cell lines. Regression. Given two drug SMILES strings and cell line genomic features, predict the synergy score measuring deviation from expected non-interaction effect. (1) Drug 1: CN(C)C1=NC(=NC(=N1)N(C)C)N(C)C. Drug 2: CC(C)(C#N)C1=CC(=CC(=C1)CN2C=NC=N2)C(C)(C)C#N. Cell line: MCF7. Synergy scores: CSS=-4.04, Synergy_ZIP=-0.0989, Synergy_Bliss=-1.94, Synergy_Loewe=-6.54, Synergy_HSA=-5.23. (2) Drug 1: CN(C)C1=NC(=NC(=N1)N(C)C)N(C)C. Drug 2: CNC(=O)C1=NC=CC(=C1)OC2=CC=C(C=C2)NC(=O)NC3=CC(=C(C=C3)Cl)C(F)(F)F. Cell line: BT-549. Synergy scores: CSS=24.1, Synergy_ZIP=-0.674, Synergy_Bliss=5.22, Synergy_Loewe=-17.9, Synergy_HSA=0.0359. (3) Drug 1: CC12CCC3C(C1CCC2=O)CC(=C)C4=CC(=O)C=CC34C. Synergy scores: CSS=77.1, Synergy_ZIP=-0.298, Synergy_Bliss=-1.04, Synergy_Loewe=-1.06, Synergy_HSA=-0.304. Drug 2: C1=CC(=CC=C1CCCC(=O)O)N(CCCl)CCCl. Cell line: SR.